Dataset: Peptide-MHC class II binding affinity with 134,281 pairs from IEDB. Task: Regression. Given a peptide amino acid sequence and an MHC pseudo amino acid sequence, predict their binding affinity value. This is MHC class II binding data. (1) The peptide sequence is LKCRLKMDKLELKGM. The MHC is DRB1_1501 with pseudo-sequence DRB1_1501. The binding affinity (normalized) is 0.401. (2) The peptide sequence is ANWIEIMRIKKLTIT. The MHC is DRB1_1501 with pseudo-sequence DRB1_1501. The binding affinity (normalized) is 0.547. (3) The peptide sequence is YEGLSYRSLQPEEFA. The MHC is HLA-DPA10301-DPB10402 with pseudo-sequence HLA-DPA10301-DPB10402. The binding affinity (normalized) is 0.185. (4) The peptide sequence is TVMAPDKPSLDISLE. The MHC is DRB5_0101 with pseudo-sequence DRB5_0101. The binding affinity (normalized) is 0.419. (5) The peptide sequence is LADNERLSRQKLAFL. The MHC is DRB1_0101 with pseudo-sequence DRB1_0101. The binding affinity (normalized) is 0.619. (6) The peptide sequence is EVDMTPADAL. The MHC is HLA-DPA10301-DPB10402 with pseudo-sequence HLA-DPA10301-DPB10402. The binding affinity (normalized) is 0.